From a dataset of NCI-60 drug combinations with 297,098 pairs across 59 cell lines. Regression. Given two drug SMILES strings and cell line genomic features, predict the synergy score measuring deviation from expected non-interaction effect. (1) Drug 1: CC1=C2C(C(=O)C3(C(CC4C(C3C(C(C2(C)C)(CC1OC(=O)C(C(C5=CC=CC=C5)NC(=O)OC(C)(C)C)O)O)OC(=O)C6=CC=CC=C6)(CO4)OC(=O)C)O)C)O. Drug 2: C1C(C(OC1N2C=NC3=C2NC=NCC3O)CO)O. Cell line: HL-60(TB). Synergy scores: CSS=10.5, Synergy_ZIP=-2.02, Synergy_Bliss=-2.80, Synergy_Loewe=9.42, Synergy_HSA=-2.91. (2) Drug 1: CC12CCC(CC1=CCC3C2CCC4(C3CC=C4C5=CN=CC=C5)C)O. Drug 2: CC=C1C(=O)NC(C(=O)OC2CC(=O)NC(C(=O)NC(CSSCCC=C2)C(=O)N1)C(C)C)C(C)C. Cell line: K-562. Synergy scores: CSS=35.1, Synergy_ZIP=-3.26, Synergy_Bliss=-0.0418, Synergy_Loewe=-37.0, Synergy_HSA=-0.351. (3) Drug 1: C1=CC(=CC=C1C#N)C(C2=CC=C(C=C2)C#N)N3C=NC=N3. Drug 2: CC1C(C(CC(O1)OC2CC(OC(C2O)C)OC3=CC4=CC5=C(C(=O)C(C(C5)C(C(=O)C(C(C)O)O)OC)OC6CC(C(C(O6)C)O)OC7CC(C(C(O7)C)O)OC8CC(C(C(O8)C)O)(C)O)C(=C4C(=C3C)O)O)O)O. Cell line: NCIH23. Synergy scores: CSS=64.8, Synergy_ZIP=-1.24, Synergy_Bliss=-1.38, Synergy_Loewe=-2.57, Synergy_HSA=-2.39. (4) Drug 1: CS(=O)(=O)C1=CC(=C(C=C1)C(=O)NC2=CC(=C(C=C2)Cl)C3=CC=CC=N3)Cl. Drug 2: CCN(CC)CCCC(C)NC1=C2C=C(C=CC2=NC3=C1C=CC(=C3)Cl)OC. Cell line: 786-0. Synergy scores: CSS=55.9, Synergy_ZIP=8.47, Synergy_Bliss=11.2, Synergy_Loewe=-5.76, Synergy_HSA=13.5. (5) Drug 1: CC(C)NC(=O)C1=CC=C(C=C1)CNNC.Cl. Drug 2: CC(C)CN1C=NC2=C1C3=CC=CC=C3N=C2N. Cell line: MDA-MB-435. Synergy scores: CSS=-0.463, Synergy_ZIP=3.19, Synergy_Bliss=2.69, Synergy_Loewe=-0.772, Synergy_HSA=-3.74.